Dataset: Forward reaction prediction with 1.9M reactions from USPTO patents (1976-2016). Task: Predict the product of the given reaction. (1) The product is: [CH:1]1([N:4]2[C:9]3[CH:10]=[CH:11][C:12]([OH:14])=[CH:13][C:8]=3[S:7](=[O:16])(=[O:17])[NH:6][CH2:5]2)[CH2:3][CH2:2]1. Given the reactants [CH:1]1([N:4]2[C:9]3[CH:10]=[CH:11][C:12]([O:14]C)=[CH:13][C:8]=3[S:7](=[O:17])(=[O:16])[NH:6][CH2:5]2)[CH2:3][CH2:2]1.B(Br)(Br)Br.O, predict the reaction product. (2) The product is: [ClH:1].[NH2:34][CH2:35][CH2:36][NH:37][C:12](=[O:14])[CH2:11][N:8]1[C:9]2[C:5](=[CH:4][CH:3]=[C:2]([Cl:1])[CH:10]=2)[C:6]([C:15]([N:17]2[CH2:18][CH2:19][CH:20]([C:23]3[CH:28]=[CH:27][CH:26]=[CH:25][C:24]=3[C:29]([F:31])([F:30])[F:32])[CH2:21][CH2:22]2)=[O:16])=[CH:7]1. Given the reactants [Cl:1][C:2]1[CH:10]=[C:9]2[C:5]([C:6]([C:15]([N:17]3[CH2:22][CH2:21][CH:20]([C:23]4[CH:28]=[CH:27][CH:26]=[CH:25][C:24]=4[C:29]([F:32])([F:31])[F:30])[CH2:19][CH2:18]3)=[O:16])=[CH:7][N:8]2[CH2:11][C:12]([OH:14])=O)=[CH:4][CH:3]=1.C[N:34](C)[CH2:35][CH2:36][NH2:37], predict the reaction product. (3) The product is: [NH2:7][C:8]1[O:9][CH2:10][CH2:11][C@:12]([C:15]2[CH:20]=[C:19]([NH:21][C:30]([C:28]3[S:29][C:25]([CH3:24])=[CH:26][CH:27]=3)=[O:31])[CH:18]=[CH:17][C:16]=2[F:22])([CH3:14])[N:13]=1. Given the reactants C(OC(=O)[NH:7][C:8]1[O:9][CH2:10][CH2:11][C@:12]([C:15]2[CH:20]=[C:19]([NH2:21])[CH:18]=[CH:17][C:16]=2[F:22])([CH3:14])[N:13]=1)(C)(C)C.[CH3:24][C:25]1[S:29][C:28]([C:30](O)=[O:31])=[CH:27][CH:26]=1, predict the reaction product. (4) Given the reactants [C:1]([O:5][C:6](=[O:35])[N:7]([C@H:11]1[CH2:19][CH2:18][CH2:17][C@H:16]([CH2:20][C:21]2[CH:26]=[CH:25][C:24]([O:27][CH3:28])=[CH:23][CH:22]=2)[C@@H:15]([O:29][CH2:30][CH:31]=[CH2:32])[C@H:14]([CH3:33])[O:13][C:12]1=[O:34])[CH2:8][O:9][CH3:10])([CH3:4])([CH3:3])[CH3:2], predict the reaction product. The product is: [C:1]([O:5][C:6](=[O:35])[N:7]([C@H:11]1[CH2:19][CH2:18][CH2:17][C@H:16]([CH2:20][C:21]2[CH:26]=[CH:25][C:24]([O:27][CH3:28])=[CH:23][CH:22]=2)[C@@H:15]([O:29][CH2:30][CH2:31][CH3:32])[C@H:14]([CH3:33])[O:13][C:12]1=[O:34])[CH2:8][O:9][CH3:10])([CH3:2])([CH3:3])[CH3:4]. (5) Given the reactants Br[C:2]1[CH:3]=[CH:4][C:5]2[N:6]([CH2:15][CH2:16][CH3:17])[C:7]3[C:12]([C:13]=2[CH:14]=1)=[CH:11][CH:10]=[CH:9][CH:8]=3.C([Sn](CCCC)(CCCC)[C:23]1[O:24][CH:25]=[CH:26][N:27]=1)CCC.[Cl-].[Li+], predict the reaction product. The product is: [O:24]1[CH:25]=[CH:26][N:27]=[C:23]1[C:2]1[CH:3]=[CH:4][C:5]2[N:6]([CH2:15][CH2:16][CH3:17])[C:7]3[C:12]([C:13]=2[CH:14]=1)=[CH:11][CH:10]=[CH:9][CH:8]=3.